Dataset: Peptide-MHC class II binding affinity with 134,281 pairs from IEDB. Task: Regression. Given a peptide amino acid sequence and an MHC pseudo amino acid sequence, predict their binding affinity value. This is MHC class II binding data. (1) The peptide sequence is FLCLFLLPSLATVAY. The MHC is DRB1_0701 with pseudo-sequence DRB1_0701. The binding affinity (normalized) is 0.577. (2) The peptide sequence is GMTGCGNTPIFKSGR. The MHC is DRB1_0301 with pseudo-sequence DRB1_0301. The binding affinity (normalized) is 0. (3) The MHC is DRB1_0802 with pseudo-sequence DRB1_0802. The binding affinity (normalized) is 0.771. The peptide sequence is PVVHFFKNIVTPRTPPY. (4) The peptide sequence is PLPTRLKISTAPSSP. The MHC is DRB1_0101 with pseudo-sequence DRB1_0101. The binding affinity (normalized) is 0.326. (5) The peptide sequence is GAYFVSSGKYEGGNI. The MHC is HLA-DQA10101-DQB10501 with pseudo-sequence HLA-DQA10101-DQB10501. The binding affinity (normalized) is 0. (6) The peptide sequence is KILTYPWDRIEEVTR. The MHC is DRB1_1101 with pseudo-sequence DRB1_1101. The binding affinity (normalized) is 0.455. (7) The peptide sequence is GELQEVDKIDAAFKI. The MHC is DRB1_0101 with pseudo-sequence DRB1_0101. The binding affinity (normalized) is 0.436. (8) The peptide sequence is GELQIVDDIDAAFKI. The MHC is DRB3_0101 with pseudo-sequence DRB3_0101. The binding affinity (normalized) is 0.736.